From a dataset of Catalyst prediction with 721,799 reactions and 888 catalyst types from USPTO. Predict which catalyst facilitates the given reaction. (1) Reactant: [F:1][C:2]([F:14])([F:13])[S:3]([C:6]1[CH:12]=[CH:11][C:9]([NH2:10])=[CH:8][CH:7]=1)(=[O:5])=[O:4].C(N(CC)CC)C.[Cl-].ClC1N(C)CC[NH+]1C.[CH3:31][O:32][C:33]1[C:34](=[O:57])[C:35]([CH3:56])=[C:36]([CH2:42][C:43]2[C:44]([O:52][C:53](=[O:55])[CH3:54])=[C:45]([CH:49]=[CH:50][CH:51]=2)[C:46](O)=[O:47])[C:37](=[O:41])[C:38]=1[O:39][CH3:40]. Product: [CH3:31][O:32][C:33]1[C:34](=[O:57])[C:35]([CH3:56])=[C:36]([CH2:42][C:43]2[C:44]([O:52][C:53](=[O:55])[CH3:54])=[C:45]([CH:49]=[CH:50][CH:51]=2)[C:46]([NH:10][C:9]2[CH:11]=[CH:12][C:6]([S:3]([C:2]([F:13])([F:1])[F:14])(=[O:4])=[O:5])=[CH:7][CH:8]=2)=[O:47])[C:37](=[O:41])[C:38]=1[O:39][CH3:40]. The catalyst class is: 2. (2) Reactant: C([O:8][C:9]1[CH2:13][CH:12]([CH2:14][CH2:15][CH2:16][CH2:17][N:18]2[C:23]3=[N:24][C:25]([C:35]4[CH:40]=[CH:39][C:38]([CH3:41])=[CH:37][CH:36]=4)=[C:26]([C:28]4[CH:33]=[CH:32][C:31]([CH3:34])=[CH:30][CH:29]=4)[N:27]=[C:22]3[CH2:21][CH2:20][CH2:19]2)[O:11][N:10]=1)C1C=CC=CC=1.[H][H]. Product: [C:31]1([CH3:34])[CH:30]=[CH:29][C:28]([C:26]2[N:27]=[C:22]3[CH2:21][CH2:20][CH2:19][N:18]([CH2:17][CH2:16][CH2:15][CH2:14][CH:12]4[O:11][NH:10][C:9](=[O:8])[CH2:13]4)[C:23]3=[N:24][C:25]=2[C:35]2[CH:36]=[CH:37][C:38]([CH3:41])=[CH:39][CH:40]=2)=[CH:33][CH:32]=1. The catalyst class is: 50. (3) The catalyst class is: 275. Reactant: [Cl:1][C:2]1[CH:7]=[C:6]([Cl:8])[CH:5]=[CH:4][C:3]=1[C:9]1[CH:14]=[CH:13][N:12]([C:15]2[CH:16]=[CH:17][C:18]3[C:19]4[CH2:28][N:27](C(OC(C)(C)C)=O)[CH2:26][CH2:25][C:20]=4[N:21]([CH3:24])[C:22]=3[CH:23]=2)[C:11](=[O:36])[CH:10]=1.[ClH:37]. Product: [ClH:1].[ClH:37].[Cl:1][C:2]1[CH:7]=[C:6]([Cl:8])[CH:5]=[CH:4][C:3]=1[C:9]1[CH:14]=[CH:13][N:12]([C:15]2[CH:16]=[CH:17][C:18]3[C:19]4[CH2:28][NH:27][CH2:26][CH2:25][C:20]=4[N:21]([CH3:24])[C:22]=3[CH:23]=2)[C:11](=[O:36])[CH:10]=1.